Dataset: hERG potassium channel inhibition data for cardiac toxicity prediction from Karim et al.. Task: Regression/Classification. Given a drug SMILES string, predict its toxicity properties. Task type varies by dataset: regression for continuous values (e.g., LD50, hERG inhibition percentage) or binary classification for toxic/non-toxic outcomes (e.g., AMES mutagenicity, cardiotoxicity, hepatotoxicity). Dataset: herg_karim. (1) The molecule is CC1(C)C[C@@H]2C[C@@](C)(CN2CCN2CCN(c3cccc(Cl)c3)C2=O)C1. The result is 1 (blocker). (2) The drug is CNCc1ccccc1Oc1ccc(Cl)c(Cl)c1. The result is 1 (blocker). (3) The compound is N#CC1(c2ccccc2)CCN(Cc2cc(C(=O)N[C@H]3CCCC[C@@H]3O)c(=O)n3ccccc23)CC1. The result is 1 (blocker). (4) The result is 0 (non-blocker). The compound is c1cc(OCCN2CCCCC2)cc(-c2n[nH]c3ccc(-c4nc[nH]n4)cc23)c1. (5) The drug is C[C@H](Oc1ccc(S(C)(=O)=O)cc1C(=O)N1CCN(c2ncc(C(F)(F)F)cc2F)CC1)C(C)(C)C. The result is 0 (non-blocker). (6) The compound is N#Cc1ccccc1Cn1c(N2CCCC(N)C2)nc2c(Br)c[nH]c2c1=O. The result is 0 (non-blocker). (7) The compound is CS(=O)(=O)N1CCC(C2NC(c3nc(-c4ccccc4)c[nH]3)Cc3c2[nH]c2ccccc32)CC1. The result is 1 (blocker).